Dataset: Full USPTO retrosynthesis dataset with 1.9M reactions from patents (1976-2016). Task: Predict the reactants needed to synthesize the given product. (1) Given the product [C:3]([C@H:4]1[NH:23][C:24]([C:31]2[CH:36]=[C:35]([N+:37]([O-:39])=[O:38])[CH:34]=[CH:33][C:32]=2[F:40])([CH3:30])[CH2:25][C:26](=[O:28])[N:13]1[CH3:12])([CH3:41])([CH3:2])[CH3:8], predict the reactants needed to synthesize it. The reactants are: F[C:2]1C=CC=[CH:4][C:3]=1[C:8](=O)C.Cl.[CH3:12][N:13](C)CCCN=C=NCC.[NH2:23][C@@:24]([C:31]1[CH:36]=[C:35]([N+:37]([O-:39])=[O:38])[CH:34]=[CH:33][C:32]=1[F:40])([CH3:30])[CH2:25][C:26]([O:28]C)=O.[CH:41](N(CC)C(C)C)(C)C. (2) Given the product [C:1]([N:5]1[C:9]([C:10]2[CH:15]=[CH:14][C:13]([CH3:16])=[CH:12][CH:11]=2)=[CH:8][C:7]([CH2:17][CH2:18][CH2:19][N:32]2[CH2:33][CH2:34][N:29]([C:24]3[CH:25]=[CH:26][C:27]([CH3:28])=[C:22]([CH3:21])[CH:23]=3)[CH2:30][CH2:31]2)=[N:6]1)([CH3:4])([CH3:3])[CH3:2], predict the reactants needed to synthesize it. The reactants are: [C:1]([N:5]1[C:9]([C:10]2[CH:15]=[CH:14][C:13]([CH3:16])=[CH:12][CH:11]=2)=[CH:8][C:7]([CH2:17][CH2:18][CH:19]=O)=[N:6]1)([CH3:4])([CH3:3])[CH3:2].[CH3:21][C:22]1[CH:23]=[C:24]([N:29]2[CH2:34][CH2:33][NH:32][CH2:31][CH2:30]2)[CH:25]=[CH:26][C:27]=1[CH3:28].CCN(C(C)C)C(C)C.[BH-](OC(C)=O)(OC(C)=O)OC(C)=O.[Na+].